The task is: Predict the reactants needed to synthesize the given product.. This data is from Full USPTO retrosynthesis dataset with 1.9M reactions from patents (1976-2016). (1) Given the product [C:7]([C:9]1[CH:17]=[CH:16][C:12]([C:13]([NH:25][C:21]2[CH:20]=[N:19][CH:24]=[CH:23][CH:22]=2)=[O:15])=[CH:11][C:10]=1[F:18])#[N:8], predict the reactants needed to synthesize it. The reactants are: C(Cl)(=O)C(Cl)=O.[C:7]([C:9]1[CH:17]=[CH:16][C:12]([C:13]([OH:15])=O)=[CH:11][C:10]=1[F:18])#[N:8].[N:19]1[CH:24]=[CH:23][CH:22]=[C:21]([NH2:25])[CH:20]=1. (2) The reactants are: [CH2:1](Br)[C:2]1[CH:7]=[CH:6][CH:5]=[CH:4][CH:3]=1.CCN(C(C)C)C(C)C.[OH:18][C:19]1[C:23]([OH:24])=[C:22]([C:25]([O:27][CH2:28][CH3:29])=[O:26])[N:21]([C:30]2[CH:35]=[CH:34][C:33]([O:36][CH3:37])=[CH:32][CH:31]=2)[C:20]=1[C:38]([O:40][CH2:41][CH3:42])=[O:39]. Given the product [CH2:1]([O:18][C:19]1[C:23]([OH:24])=[C:22]([C:25]([O:27][CH2:28][CH3:29])=[O:26])[N:21]([C:30]2[CH:35]=[CH:34][C:33]([O:36][CH3:37])=[CH:32][CH:31]=2)[C:20]=1[C:38]([O:40][CH2:41][CH3:42])=[O:39])[C:2]1[CH:7]=[CH:6][CH:5]=[CH:4][CH:3]=1, predict the reactants needed to synthesize it. (3) Given the product [NH2:1][C:2]1[N:3]=[C:4]([NH:17][CH:18]2[CH2:23][CH2:22][N:21]([S:37]([CH2:36][CH2:35][CH2:34][Cl:33])(=[O:39])=[O:38])[CH2:20][CH2:19]2)[S:5][C:6]=1[C:7]([C:9]1[C:14]([F:15])=[CH:13][CH:12]=[CH:11][C:10]=1[F:16])=[O:8], predict the reactants needed to synthesize it. The reactants are: [NH2:1][C:2]1[N:3]=[C:4]([NH:17][CH:18]2[CH2:23][CH2:22][NH:21][CH2:20][CH2:19]2)[S:5][C:6]=1[C:7]([C:9]1[C:14]([F:15])=[CH:13][CH:12]=[CH:11][C:10]=1[F:16])=[O:8].C(N(C(C)C)CC)(C)C.[Cl:33][CH2:34][CH2:35][CH2:36][S:37](Cl)(=[O:39])=[O:38].O. (4) Given the product [Cl:29][C:26]1[CH:27]=[C:28]2[C:23](=[C:24]([CH3:30])[CH:25]=1)[N:22]=[C:21]([CH3:31])[C:20]([CH3:32])=[C:19]2[N:4]1[C:5]2[C:10](=[CH:9][CH:8]=[C:7]([N:11]3[CH2:16][CH2:15][O:14][CH2:13][CH2:12]3)[CH:6]=2)[C:2]([CH3:17])([CH3:1])[CH2:3]1, predict the reactants needed to synthesize it. The reactants are: [CH3:1][C:2]1([CH3:17])[C:10]2[C:5](=[CH:6][C:7]([N:11]3[CH2:16][CH2:15][O:14][CH2:13][CH2:12]3)=[CH:8][CH:9]=2)[NH:4][CH2:3]1.Cl[C:19]1[C:28]2[C:23](=[C:24]([CH3:30])[CH:25]=[C:26]([Cl:29])[CH:27]=2)[N:22]=[C:21]([CH3:31])[C:20]=1[CH3:32].C(=O)([O-])[O-].[Cs+].[Cs+].C1C=CC(P(C2C(C3C(P(C4C=CC=CC=4)C4C=CC=CC=4)=CC=C4C=3C=CC=C4)=C3C(C=CC=C3)=CC=2)C2C=CC=CC=2)=CC=1. (5) Given the product [Cl:1][C:2]1[CH:3]=[C:4]2[C:9](=[CH:10][CH:11]=1)[N:8]=[C:7]([O:12][CH3:13])[C:6]([NH:14][C:15]([N:30]1[CH2:29][CH2:28][N:27]([C:23]3[CH:24]=[CH:25][CH:26]=[C:21]([Cl:20])[CH:22]=3)[CH2:32][CH2:31]1)=[O:19])=[N:5]2, predict the reactants needed to synthesize it. The reactants are: [Cl:1][C:2]1[CH:3]=[C:4]2[C:9](=[CH:10][CH:11]=1)[N:8]=[C:7]([O:12][CH3:13])[C:6]([NH:14][C:15](=[O:19])OCC)=[N:5]2.[Cl:20][C:21]1[CH:22]=[C:23]([N:27]2[CH2:32][CH2:31][NH:30][CH2:29][CH2:28]2)[CH:24]=[CH:25][CH:26]=1. (6) The reactants are: [CH3:1][O:2][C:3](=[O:42])[CH2:4][N:5]1[CH2:10][C:9]([CH3:12])([CH3:11])[N:8]([CH2:13][C:14]2[CH:19]=[C:18]([C:20]3[CH:25]=[CH:24][C:23]([O:26]COC)=[CH:22][CH:21]=3)[N:17]=[C:16]3[N:30](C4CCCCO4)[N:31]=[C:32]([CH3:33])[C:15]=23)[CH2:7][C:6]1([CH3:41])[CH3:40].Cl. Given the product [CH3:1][O:2][C:3](=[O:42])[CH2:4][N:5]1[CH2:10][C:9]([CH3:12])([CH3:11])[N:8]([CH2:13][C:14]2[CH:19]=[C:18]([C:20]3[CH:25]=[CH:24][C:23]([OH:26])=[CH:22][CH:21]=3)[N:17]=[C:16]3[NH:30][N:31]=[C:32]([CH3:33])[C:15]=23)[CH2:7][C:6]1([CH3:41])[CH3:40], predict the reactants needed to synthesize it. (7) Given the product [Si:29]([O:20][CH2:19][C:15]1[CH:14]=[C:13]([C:11]2[N:12]=[C:7]([N:1]3[CH2:6][CH2:5][O:4][CH2:3][CH2:2]3)[C:8]3[NH:23][CH:22]=[CH:21][C:9]=3[N:10]=2)[CH:18]=[CH:17][CH:16]=1)([C:32]([CH3:35])([CH3:34])[CH3:33])([CH3:31])[CH3:30], predict the reactants needed to synthesize it. The reactants are: [N:1]1([C:7]2[C:8]3[NH:23][CH:22]=[CH:21][C:9]=3[N:10]=[C:11]([C:13]3[CH:14]=[C:15]([CH2:19][OH:20])[CH:16]=[CH:17][CH:18]=3)[N:12]=2)[CH2:6][CH2:5][O:4][CH2:3][CH2:2]1.N1C=CN=C1.[Si:29](Cl)([C:32]([CH3:35])([CH3:34])[CH3:33])([CH3:31])[CH3:30].O. (8) Given the product [CH:1](=[N:14][C:13]1[CH:15]=[CH:16][CH:17]=[C:11]([O:10][CH3:9])[CH:12]=1)[C:2]1[CH:7]=[CH:6][CH:5]=[CH:4][CH:3]=1, predict the reactants needed to synthesize it. The reactants are: [CH:1](=O)[C:2]1[CH:7]=[CH:6][CH:5]=[CH:4][CH:3]=1.[CH3:9][O:10][C:11]1[CH:12]=[C:13]([CH:15]=[CH:16][CH:17]=1)[NH2:14].S([O-])([O-])(=O)=O.[Mg+2]. (9) Given the product [Cl:37][C:21]1[C:22]([NH:24][C:25]2[C:34]([F:35])=[CH:33][C:32]([F:36])=[CH:31][C:26]=2[C:27]([NH:29][CH3:30])=[O:28])=[N:23][C:18]([NH:16][C:13]2[CH:14]=[CH:15][C:8]3[CH2:7][CH2:6][N:5]([CH2:4][CH2:3][O:2][CH3:1])[CH2:11][CH2:10][C:9]=3[CH:12]=2)=[N:19][CH:20]=1, predict the reactants needed to synthesize it. The reactants are: [CH3:1][O:2][CH2:3][CH2:4][N:5]1[CH2:11][CH2:10][C:9]2[CH:12]=[C:13]([NH2:16])[CH:14]=[CH:15][C:8]=2[CH2:7][CH2:6]1.Cl[C:18]1[N:23]=[C:22]([NH:24][C:25]2[C:34]([F:35])=[CH:33][C:32]([F:36])=[CH:31][C:26]=2[C:27]([NH:29][CH3:30])=[O:28])[C:21]([Cl:37])=[CH:20][N:19]=1.